From a dataset of Forward reaction prediction with 1.9M reactions from USPTO patents (1976-2016). Predict the product of the given reaction. (1) Given the reactants Cl[C:2]1[CH:7]=[CH:6][C:5]([N+:8]([O-:10])=[O:9])=[CH:4][N:3]=1.[F:11][C:12]([F:26])([F:25])[C:13]([NH:15][C:16]1[CH:21]=[C:20]([NH:22][CH3:23])[CH:19]=[CH:18][C:17]=1[F:24])=[O:14], predict the reaction product. The product is: [F:26][C:12]([F:11])([F:25])[C:13]([NH:15][C:16]1[CH:21]=[C:20]([N:22]([CH3:23])[C:2]2[CH:7]=[CH:6][C:5]([N+:8]([O-:10])=[O:9])=[CH:4][N:3]=2)[CH:19]=[CH:18][C:17]=1[F:24])=[O:14]. (2) Given the reactants Cl[C:2]1[C:11]2[C:6](=[CH:7][CH:8]=[CH:9][CH:10]=2)[N:5]=[C:4]([C:12]2[CH:17]=[CH:16][CH:15]=[CH:14][C:13]=2[OH:18])[CH:3]=1.[C:19]([O:23][C:24](=[O:29])[NH:25][CH2:26][CH2:27][NH2:28])([CH3:22])([CH3:21])[CH3:20], predict the reaction product. The product is: [C:19]([O:23][C:24](=[O:29])[NH:25][CH2:26][CH2:27][NH:28][C:2]1[C:11]2[C:6](=[CH:7][CH:8]=[CH:9][CH:10]=2)[N:5]=[C:4]([C:12]2[CH:17]=[CH:16][CH:15]=[CH:14][C:13]=2[OH:18])[CH:3]=1)([CH3:22])([CH3:20])[CH3:21]. (3) The product is: [CH2:1]([O:8][C:9]1[C:10](=[O:31])[CH:11]=[C:12]([CH:29]=[O:30])[N:13]2[CH2:18][CH2:17][N:16]([CH2:19][C:20]3[CH:25]=[CH:24][C:23]([Cl:26])=[C:22]([Cl:27])[CH:21]=3)[C:15](=[O:28])[C:14]=12)[C:2]1[CH:7]=[CH:6][CH:5]=[CH:4][CH:3]=1. Given the reactants [CH2:1]([O:8][C:9]1[C:10](=[O:31])[CH:11]=[C:12]([CH2:29][OH:30])[N:13]2[CH2:18][CH2:17][N:16]([CH2:19][C:20]3[CH:25]=[CH:24][C:23]([Cl:26])=[C:22]([Cl:27])[CH:21]=3)[C:15](=[O:28])[C:14]=12)[C:2]1[CH:7]=[CH:6][CH:5]=[CH:4][CH:3]=1.CC(OI1(OC(C)=O)(OC(C)=O)OC(=O)C2C=CC=CC1=2)=O, predict the reaction product. (4) Given the reactants C([O-])([O-])=O.[Na+].[Na+].Cl.[NH2:8][CH:9]([C:13]1[CH:18]=[CH:17][C:16]([OH:19])=[CH:15][C:14]=1[F:20])[C:10]([OH:12])=[O:11].[C:32]([O:31][C:29](O[C:29]([O:31][C:32]([CH3:35])(C)C)=[O:30])=[O:30])(C)(C)[CH3:35].Cl.O1CCO[CH2:39][CH2:38]1, predict the reaction product. The product is: [CH2:32]([O:31][C:29]([NH:8][CH:9]([C:13]1[CH:18]=[CH:17][C:16]([OH:19])=[CH:15][C:14]=1[F:20])[C:10]([OH:12])=[O:11])=[O:30])[CH2:35][CH2:38][CH3:39]. (5) Given the reactants [NH2:1][C:2]1[N:7]=[C:6]([CH2:8][O:9]/[N:10]=[C:11](/[C:16]2[CH:21]=[CH:20][CH:19]=[CH:18][CH:17]=2)\[C:12](=[N:14]\[OH:15])\[NH2:13])[CH:5]=[CH:4][CH:3]=1.C1N=CN([C:27](N2C=NC=C2)=[O:28])C=1, predict the reaction product. The product is: [NH2:1][C:2]1[N:7]=[C:6]([CH2:8][O:9]/[N:10]=[C:11](/[C:16]2[CH:21]=[CH:20][CH:19]=[CH:18][CH:17]=2)\[C:12]2[NH:13][C:27](=[O:28])[O:15][N:14]=2)[CH:5]=[CH:4][CH:3]=1. (6) Given the reactants [C:1]1([CH2:7][CH2:8][CH2:9][CH:10]([NH:20][C:21](=[O:33])[CH2:22][N:23]([C:25]([CH:27]2[CH2:32][CH2:31][NH:30][CH2:29][CH2:28]2)=[O:26])[CH3:24])[CH2:11][CH2:12][CH2:13][C:14]2[CH:19]=[CH:18][CH:17]=[CH:16][CH:15]=2)[CH:6]=[CH:5][CH:4]=[CH:3][CH:2]=1.[O:34]1[CH2:36][C@@H:35]1[CH2:37][O:38][C:39]1[CH:48]=[CH:47][CH:46]=[C:45]2[C:40]=1[CH:41]=[CH:42][CH:43]=[N:44]2, predict the reaction product. The product is: [C:14]1([CH2:13][CH2:12][CH2:11][CH:10]([NH:20][C:21](=[O:33])[CH2:22][N:23]([C:25]([CH:27]2[CH2:28][CH2:29][N:30]([CH2:36][C@@H:35]([OH:34])[CH2:37][O:38][C:39]3[CH:48]=[CH:47][CH:46]=[C:45]4[C:40]=3[CH:41]=[CH:42][CH:43]=[N:44]4)[CH2:31][CH2:32]2)=[O:26])[CH3:24])[CH2:9][CH2:8][CH2:7][C:1]2[CH:2]=[CH:3][CH:4]=[CH:5][CH:6]=2)[CH:15]=[CH:16][CH:17]=[CH:18][CH:19]=1. (7) Given the reactants [CH:1]([CH2:3][C:4](O)=[O:5])=[CH2:2].C1N(P(Cl)(N2C(=O)OCC2)=O)C(=O)OC1.[F:22][C:23]1[CH:24]=[C:25]([C@H:31]2[NH:36][C@@H:35]([CH:37]=[CH:38][C:39]([O:41][CH3:42])=[O:40])[CH2:34][O:33][CH2:32]2)[CH:26]=[C:27]([F:30])[C:28]=1[F:29].Cl, predict the reaction product. The product is: [C:4]([N:36]1[C@H:31]([C:25]2[CH:26]=[C:27]([F:30])[C:28]([F:29])=[C:23]([F:22])[CH:24]=2)[CH2:32][O:33][CH2:34][C@@H:35]1/[CH:37]=[CH:38]/[C:39]([O:41][CH3:42])=[O:40])(=[O:5])[CH2:3][CH:1]=[CH2:2].[C:4]([N:36]1[C@H:31]([C:25]2[CH:26]=[C:27]([F:30])[C:28]([F:29])=[C:23]([F:22])[CH:24]=2)[CH2:32][O:33][CH2:34][C@@H:35]1/[CH:37]=[CH:38]\[C:39]([O:41][CH3:42])=[O:40])(=[O:5])[CH2:3][CH:1]=[CH2:2]. (8) The product is: [F:1][C:2]1[CH:3]=[C:4]([CH:24]=[CH:25][CH:26]=1)[CH2:5][N:6]1[CH2:10][CH2:9][N:8]([C@@H:11]([C:19]([CH3:20])([CH3:21])[CH3:22])[C:12]([OH:14])=[O:13])[C:7]1=[O:23]. Given the reactants [F:1][C:2]1[CH:3]=[C:4]([CH:24]=[CH:25][CH:26]=1)[CH2:5][N:6]1[CH2:10][CH2:9][N:8]([C@@H:11]([C:19]([CH3:22])([CH3:21])[CH3:20])[C:12]([O:14]C(C)(C)C)=[O:13])[C:7]1=[O:23].FC(F)(F)C(O)=O, predict the reaction product.